From a dataset of Peptide-MHC class II binding affinity with 134,281 pairs from IEDB. Regression. Given a peptide amino acid sequence and an MHC pseudo amino acid sequence, predict their binding affinity value. This is MHC class II binding data. (1) The peptide sequence is GGQSSFYSDWYQPAC. The MHC is HLA-DQA10101-DQB10501 with pseudo-sequence HLA-DQA10101-DQB10501. The binding affinity (normalized) is 0.985. (2) The peptide sequence is EEFVSLASRFLVEED. The MHC is HLA-DPA10301-DPB10402 with pseudo-sequence HLA-DPA10301-DPB10402. The binding affinity (normalized) is 0.507. (3) The peptide sequence is MFIRNCARKVFNDIK. The MHC is H-2-IAb with pseudo-sequence H-2-IAb. The binding affinity (normalized) is 0.198. (4) The peptide sequence is NIVNMLHGVRDGLVR. The MHC is DRB1_0901 with pseudo-sequence DRB1_0901. The binding affinity (normalized) is 0.320. (5) The peptide sequence is SLSELTDALRTLGST. The MHC is DRB1_0701 with pseudo-sequence DRB1_0701. The binding affinity (normalized) is 0.584. (6) The peptide sequence is SWLEPVQFLRSVFAN. The MHC is DRB1_0405 with pseudo-sequence DRB1_0405. The binding affinity (normalized) is 0.373.